From a dataset of CYP1A2 inhibition data for predicting drug metabolism from PubChem BioAssay. Regression/Classification. Given a drug SMILES string, predict its absorption, distribution, metabolism, or excretion properties. Task type varies by dataset: regression for continuous measurements (e.g., permeability, clearance, half-life) or binary classification for categorical outcomes (e.g., BBB penetration, CYP inhibition). Dataset: cyp1a2_veith. (1) The compound is c1ccc(CNc2ncncc2-c2cccnc2)cc1. The result is 1 (inhibitor). (2) The compound is CCOC(=O)CC(=O)Nc1nnc(CC)s1. The result is 0 (non-inhibitor). (3) The drug is CCn1c(SCC(=O)N2CCN(S(=O)(=O)c3ccccc3)CC2)nnc1-c1cccs1. The result is 0 (non-inhibitor). (4) The drug is CNc1ccnc(-c2cccc(NS(C)(=O)=O)c2)n1. The result is 1 (inhibitor). (5) The compound is FC(F)(F)c1ccccc1-c1nc(-n2ccnc2)c2ccccc2n1. The result is 1 (inhibitor). (6) The molecule is O=P(Cc1cc[n+]([O-])cc1)(c1ccccc1)c1ccccc1. The result is 0 (non-inhibitor).